This data is from Reaction yield outcomes from USPTO patents with 853,638 reactions. The task is: Predict the reaction yield, written as a fraction of the theoretical maximum amount of product (1.0 means a 100% yield; for example, 0.34 means a 34% yield). (1) The reactants are [F:1][C:2]([F:13])([C:6]1[CH:11]=[CH:10][C:9]([F:12])=[CH:8][N:7]=1)[C:3]([O-])=O.[Na+].[NH2:15][C:16]1[CH:24]=[C:23]([Br:25])[CH:22]=[CH:21][C:17]=1[C:18]([NH2:20])=[O:19].C[Si](OP(=O)=O)(C)C.CCOC(C)=O. The catalyst is O. The product is [Br:25][C:23]1[CH:24]=[C:16]2[C:17]([C:18]([OH:19])=[N:20][C:3]([C:2]([F:13])([F:1])[C:6]3[CH:11]=[CH:10][C:9]([F:12])=[CH:8][N:7]=3)=[N:15]2)=[CH:21][CH:22]=1. The yield is 0.770. (2) The reactants are C[Si]([C:5]#[C:6][C:7]1[CH:8]=[CH:9][C:10]2[C:19]3[CH:18]=[C:17]4[CH2:20][CH2:21][CH2:22][C:23](=[O:24])[C:16]4=[CH:15][C:14]=3[O:13][CH2:12][C:11]=2[CH:25]=1)(C)C.C(O)(C(F)(F)F)=[O:27]. No catalyst specified. The product is [C:6]([C:7]1[CH:8]=[CH:9][C:10]2[C:19]3[CH:18]=[C:17]4[CH2:20][CH2:21][CH2:22][C:23](=[O:24])[C:16]4=[CH:15][C:14]=3[O:13][CH2:12][C:11]=2[CH:25]=1)(=[O:27])[CH3:5]. The yield is 0.860.